Regression. Given a peptide amino acid sequence and an MHC pseudo amino acid sequence, predict their binding affinity value. This is MHC class I binding data. From a dataset of Peptide-MHC class I binding affinity with 185,985 pairs from IEDB/IMGT. (1) The binding affinity (normalized) is 0. The peptide sequence is STGNYNYKY. The MHC is HLA-A23:01 with pseudo-sequence HLA-A23:01. (2) The peptide sequence is VLNRHAITMY. The MHC is HLA-A11:01 with pseudo-sequence HLA-A11:01. The binding affinity (normalized) is 0.365.